The task is: Predict the reactants needed to synthesize the given product.. This data is from Full USPTO retrosynthesis dataset with 1.9M reactions from patents (1976-2016). (1) Given the product [CH3:22][O:21][C:19]1[C:18]([CH3:23])=[CH:17][C:15]2[N:16]=[C:11]([NH:9][CH2:8][CH2:7][N:1]3[CH2:6][CH2:5][CH2:4][CH2:3][CH2:2]3)[N:12]=[N+:13]([O-:24])[C:14]=2[CH:20]=1, predict the reactants needed to synthesize it. The reactants are: [N:1]1([CH2:7][CH2:8][NH2:9])[CH2:6][CH2:5][CH2:4][CH2:3][CH2:2]1.Cl[C:11]1[N:12]=[N+:13]([O-:24])[C:14]2[CH:20]=[C:19]([O:21][CH3:22])[C:18]([CH3:23])=[CH:17][C:15]=2[N:16]=1. (2) Given the product [Br:14][C:12]1[CH:11]=[C:6]([CH:5]=[C:4]([CH2:1][CH3:2])[CH:13]=1)[C:7]([OH:9])=[O:8], predict the reactants needed to synthesize it. The reactants are: [C:1]([C:4]1[CH:5]=[C:6]([CH:11]=[C:12]([Br:14])[CH:13]=1)[C:7]([O:9]C)=[O:8])(=O)[CH3:2].[OH-].[K+].O.NN.Cl.